From a dataset of Forward reaction prediction with 1.9M reactions from USPTO patents (1976-2016). Predict the product of the given reaction. (1) Given the reactants [OH:1][C:2]1[CH:10]=[CH:9][C:8]([C:11]([F:14])([F:13])[F:12])=[CH:7][C:3]=1[C:4]([OH:6])=[O:5].Br[CH2:16][C:17]1[CH:22]=[CH:21][C:20]([F:23])=[CH:19][CH:18]=1.C(=O)([O-])[O-].[K+].[K+], predict the reaction product. The product is: [F:23][C:20]1[CH:21]=[CH:22][C:17]([CH2:16][O:1][C:2]2[CH:10]=[CH:9][C:8]([C:11]([F:12])([F:13])[F:14])=[CH:7][C:3]=2[C:4]([O:6][CH2:16][C:17]2[CH:22]=[CH:21][C:20]([F:23])=[CH:19][CH:18]=2)=[O:5])=[CH:18][CH:19]=1. (2) Given the reactants [N:1]([CH:4]([C:7]1[N:8]([C:18]2[CH:23]=[CH:22][CH:21]=[C:20]([F:24])[CH:19]=2)[C:9](=[O:17])[C:10]2[N:11]([CH:13]=[CH:14][C:15]=2[Cl:16])[CH:12]=1)[CH2:5][CH3:6])=[N+]=[N-].C1C=CC(P(C2C=CC=CC=2)C2C=CC=CC=2)=CC=1.N.O, predict the reaction product. The product is: [NH2:1][CH:4]([C:7]1[N:8]([C:18]2[CH:23]=[CH:22][CH:21]=[C:20]([F:24])[CH:19]=2)[C:9](=[O:17])[C:10]2[N:11]([CH:13]=[CH:14][C:15]=2[Cl:16])[CH:12]=1)[CH2:5][CH3:6].